This data is from Forward reaction prediction with 1.9M reactions from USPTO patents (1976-2016). The task is: Predict the product of the given reaction. (1) Given the reactants ClC1C(F)=CC(F)=C(C=1)C(NS(C)(=O)=O)=O.[Cl:17][C:18]1[C:19](F)=[CH:20][C:21]([F:33])=[C:22]([CH:32]=1)[C:23]([NH:25][S:26](=[O:31])(=[O:30])[N:27]([CH3:29])[CH3:28])=[O:24].C12(CO)CC3CC(CC(C3)C1)C2.[CH2:47]1[C:51]2([CH2:56][CH2:55][CH:54]([OH:57])[CH2:53][CH2:52]2)[CH2:50][CH2:49][CH2:48]1, predict the reaction product. The product is: [Cl:17][C:18]1[C:19]([O:57][CH:54]2[CH2:53][CH2:52][C:51]3([CH2:47][CH2:48][CH2:49][CH2:50]3)[CH2:56][CH2:55]2)=[CH:20][C:21]([F:33])=[C:22]([CH:32]=1)[C:23]([NH:25][S:26](=[O:31])(=[O:30])[N:27]([CH3:29])[CH3:28])=[O:24]. (2) Given the reactants [Cl:1][C:2]1[CH:10]=[C:9]2[C:5]([CH2:6][C:7](=[O:11])[NH:8]2)=[CH:4][C:3]=1[F:12].[CH3:13][O:14][C:15](=[O:31])[C:16]([O:21][C:22]1[CH:27]=[CH:26][C:25]([Cl:28])=[CH:24][C:23]=1[CH:29]=O)([CH2:19][CH3:20])[CH2:17][CH3:18].N1CCCC1, predict the reaction product. The product is: [CH3:13][O:14][C:15](=[O:31])[C:16]([O:21][C:22]1[CH:27]=[CH:26][C:25]([Cl:28])=[CH:24][C:23]=1/[CH:29]=[C:6]1\[C:7](=[O:11])[NH:8][C:9]2[C:5]\1=[CH:4][C:3]([F:12])=[C:2]([Cl:1])[CH:10]=2)([CH2:17][CH3:18])[CH2:19][CH3:20]. (3) Given the reactants [NH2:1][C@H:2]([C:5]1[N:14]([C:15]2[CH:20]=[CH:19][CH:18]=[C:17]([CH2:21][C:22]([F:25])([F:24])[F:23])[CH:16]=2)[C:13](=[O:26])[C:12]2[C:7](=[CH:8][CH:9]=[CH:10][C:11]=2[F:27])[N:6]=1)[CH2:3][CH3:4].Cl[C:29]1[CH:34]=[CH:33][N:32]=[C:31]2[NH:35][CH:36]=[N:37][C:30]=12.C(N(C(C)C)CC)(C)C, predict the reaction product. The product is: [N:37]1[C:30]2[C:31](=[N:32][CH:33]=[CH:34][C:29]=2[NH:1][C@H:2]([C:5]2[N:14]([C:15]3[CH:20]=[CH:19][CH:18]=[C:17]([CH2:21][C:22]([F:25])([F:23])[F:24])[CH:16]=3)[C:13](=[O:26])[C:12]3[C:7](=[CH:8][CH:9]=[CH:10][C:11]=3[F:27])[N:6]=2)[CH2:3][CH3:4])[NH:35][CH:36]=1. (4) Given the reactants [C:1]([O:5][C:6](=[O:20])[CH2:7][N:8]1[CH:12]=[CH:11][C:10]([C:13]2[CH:14]=[N:15][C:16]([NH2:19])=[N:17][CH:18]=2)=[N:9]1)([CH3:4])([CH3:3])[CH3:2].Cl[CH:22]([C:32]1([C:35]2[CH:36]=[C:37]3[C:42](=[CH:43][CH:44]=2)[N:41]=[CH:40][CH:39]=[CH:38]3)[CH2:34][CH2:33]1)[CH:23](N1C(=O)CCC1=O)O, predict the reaction product. The product is: [N:41]1[C:42]2[C:37](=[CH:36][C:35]([C:32]3([C:22]4[N:17]5[CH:18]=[C:13]([C:10]6[CH:11]=[CH:12][N:8]([CH2:7][C:6]([O:5][C:1]([CH3:4])([CH3:2])[CH3:3])=[O:20])[N:9]=6)[CH:14]=[N:15][C:16]5=[N:19][CH:23]=4)[CH2:34][CH2:33]3)=[CH:44][CH:43]=2)[CH:38]=[CH:39][CH:40]=1.